Dataset: Full USPTO retrosynthesis dataset with 1.9M reactions from patents (1976-2016). Task: Predict the reactants needed to synthesize the given product. (1) Given the product [CH3:1][O:2][CH2:3][C:4]1([CH2:17][O:18][Si:31]([C:34]([CH3:37])([CH3:36])[CH3:35])([CH3:33])[CH3:32])[C:16]2[CH:15]=[CH:14][CH:13]=[CH:12][C:11]=2[C:10]2[C:5]1=[CH:6][CH:7]=[CH:8][CH:9]=2, predict the reactants needed to synthesize it. The reactants are: [CH3:1][O:2][CH2:3][C:4]1([CH2:17][OH:18])[C:16]2[CH:15]=[CH:14][CH:13]=[CH:12][C:11]=2[C:10]2[C:5]1=[CH:6][CH:7]=[CH:8][CH:9]=2.N1C=CN=C1.C(N(CC)CC)C.[Si:31](Cl)([C:34]([CH3:37])([CH3:36])[CH3:35])([CH3:33])[CH3:32]. (2) Given the product [Cl:22][C:23]1[CH:28]=[CH:27][C:26]([CH2:29][N:3]2[C:4]3[C:9](=[CH:8][C:7]([C:18]([F:19])([F:21])[F:20])=[CH:6][CH:5]=3)[C:10]([S:11][C:12]3[CH:17]=[CH:16][CH:15]=[CH:14][CH:13]=3)=[C:2]2[CH3:1])=[CH:25][CH:24]=1, predict the reactants needed to synthesize it. The reactants are: [CH3:1][C:2]1[NH:3][C:4]2[C:9]([C:10]=1[S:11][C:12]1[CH:17]=[CH:16][CH:15]=[CH:14][CH:13]=1)=[CH:8][C:7]([C:18]([F:21])([F:20])[F:19])=[CH:6][CH:5]=2.[Cl:22][C:23]1[CH:28]=[CH:27][C:26]([CH2:29]Cl)=[CH:25][CH:24]=1.[I-].[K+]. (3) Given the product [Cl:1][C:2]1[C:3]([Cl:11])=[N:4][CH:5]=[C:6]([CH:10]=1)[C:7]([NH2:12])=[O:8], predict the reactants needed to synthesize it. The reactants are: [Cl:1][C:2]1[C:3]([Cl:11])=[N:4][CH:5]=[C:6]([CH:10]=1)[C:7](Cl)=[O:8].[NH4+:12].[OH-].O. (4) The reactants are: N1C2C(=C([N:10]3[CH2:15][CH2:14][N:13]([C:16]([CH:18]4[CH2:27][CH2:26][C:25]5[C:20](=[CH:21][CH:22]=[CH:23][CH:24]=5)[NH:19]4)=[O:17])[CH2:12][CH2:11]3)C=CC=2)C=C1.[C:28]1(N2CCNCC2)[C:37]2[C:32](=[CH:33][CH:34]=[CH:35][CH:36]=2)[CH:31]=[CH:30][N:29]=1. Given the product [C:28]1([N:10]2[CH2:15][CH2:14][N:13]([C:16]([CH:18]3[CH2:27][CH2:26][C:25]4[C:20](=[CH:21][CH:22]=[CH:23][CH:24]=4)[NH:19]3)=[O:17])[CH2:12][CH2:11]2)[C:37]2[C:32](=[CH:33][CH:34]=[CH:35][CH:36]=2)[CH:31]=[CH:30][N:29]=1, predict the reactants needed to synthesize it. (5) Given the product [Cl:1][C:2]1[CH:7]=[C:6]([N:12]2[C:11]([CH3:10])=[N:15][C:14]([CH3:16])=[N:13]2)[CH:5]=[C:4]([CH3:9])[N:3]=1, predict the reactants needed to synthesize it. The reactants are: [Cl:1][C:2]1[CH:7]=[C:6](Cl)[CH:5]=[C:4]([CH3:9])[N:3]=1.[CH3:10][C:11]1[N:15]=[C:14]([CH3:16])[NH:13][N:12]=1.C(=O)([O-])[O-].[Cs+].[Cs+]. (6) Given the product [Br:1][C:2]1[CH:3]=[C:4]2[N:9]=[C:18]([C:17]3[CH:20]=[CH:21][C:14]([O:13][CH2:12][CH2:11][OH:10])=[CH:15][CH:16]=3)[NH:8][C:5]2=[N:6][CH:7]=1, predict the reactants needed to synthesize it. The reactants are: [Br:1][C:2]1[CH:3]=[C:4]([NH2:9])[C:5]([NH2:8])=[N:6][CH:7]=1.[OH:10][CH2:11][CH2:12][O:13][C:14]1[CH:21]=[CH:20][C:17]([CH:18]=O)=[CH:16][CH:15]=1. (7) Given the product [Cl:30][CH2:31][C:32]1[N:17]([C:18]2[CH:23]=[CH:22][CH:21]=[CH:20][C:19]=2[CH3:24])[C:15](=[O:16])[C:14]2[C:13](=[CH:28][CH:27]=[CH:26][C:25]=2[CH3:29])[N:12]=1, predict the reactants needed to synthesize it. The reactants are: NC1C=CC=C(C)C=1C(O)=O.[NH2:12][C:13]1[CH:28]=[CH:27][CH:26]=[C:25]([CH3:29])[C:14]=1[C:15]([NH:17][C:18]1[CH:23]=[CH:22][CH:21]=[CH:20][C:19]=1[CH3:24])=[O:16].[Cl:30][CH2:31][C:32](Cl)=O. (8) Given the product [Cl:14][C:8]1[CH:7]=[C:6]2[C:11]([C:12](=[O:13])[C:3]([CH2:2][NH:1][C:31]([C:29]3[CH:30]=[C:25]4[N:24]=[CH:23][N:22]([CH3:21])[C:26]4=[N:27][CH:28]=3)=[O:32])=[CH:4][N:5]2[C:15]2[CH:16]=[CH:17][CH:18]=[CH:19][CH:20]=2)=[CH:10][CH:9]=1, predict the reactants needed to synthesize it. The reactants are: [NH2:1][CH2:2][C:3]1[C:12](=[O:13])[C:11]2[C:6](=[CH:7][C:8]([Cl:14])=[CH:9][CH:10]=2)[N:5]([C:15]2[CH:20]=[CH:19][CH:18]=[CH:17][CH:16]=2)[CH:4]=1.[CH3:21][N:22]1[C:26]2=[N:27][CH:28]=[C:29]([C:31](O)=[O:32])[CH:30]=[C:25]2[N:24]=[CH:23]1. (9) Given the product [CH2:24]([O:26][C:27](=[O:36])[CH2:28][S:29][C:30]1[S:34][C:33]([NH:35][C:12](=[O:14])[C:11]2[CH:15]=[C:16]([O:18][C@@H:19]([CH3:23])[CH2:20][O:21][CH3:22])[CH:17]=[C:9]([O:8][CH2:1][C:2]3[CH:3]=[CH:4][CH:5]=[CH:6][CH:7]=3)[CH:10]=2)=[N:32][CH:31]=1)[CH3:25], predict the reactants needed to synthesize it. The reactants are: [CH2:1]([O:8][C:9]1[CH:10]=[C:11]([CH:15]=[C:16]([O:18][C@@H:19]([CH3:23])[CH2:20][O:21][CH3:22])[CH:17]=1)[C:12]([OH:14])=O)[C:2]1[CH:7]=[CH:6][CH:5]=[CH:4][CH:3]=1.[CH2:24]([O:26][C:27](=[O:36])[CH2:28][S:29][C:30]1[S:34][C:33]([NH2:35])=[N:32][CH:31]=1)[CH3:25].